From a dataset of Forward reaction prediction with 1.9M reactions from USPTO patents (1976-2016). Predict the product of the given reaction. (1) Given the reactants [OH-].[Na+].[CH3:3][CH:4]([CH3:18])[C:5](=[O:17])[CH:6](C(=O)C)[C:7]([O:9][CH2:10][CH2:11][CH2:12][CH3:13])=[O:8].Cl.C(OCC)C, predict the reaction product. The product is: [CH3:18][CH:4]([CH3:3])[C:5](=[O:17])[CH2:6][C:7]([O:9][CH2:10][CH2:11][CH2:12][CH3:13])=[O:8]. (2) The product is: [Cl:22][C:23]1[CH:32]=[C:31]2[C:26]([C:27]([NH:33][CH2:34][C:35]([NH:1][CH2:2][C@@H:3]3[O:7][C:6](=[O:8])[N:5]([C:9]4[CH:14]=[CH:13][C:12]([N:15]5[CH2:16][CH2:17][O:18][CH2:19][CH2:20]5)=[C:11]([F:21])[CH:10]=4)[CH2:4]3)=[O:36])=[CH:28][CH:29]=[N:30]2)=[CH:25][CH:24]=1. Given the reactants [NH2:1][CH2:2][CH:3]1[O:7][C:6](=[O:8])[N:5]([C:9]2[CH:14]=[CH:13][C:12]([N:15]3[CH2:20][CH2:19][O:18][CH2:17][CH2:16]3)=[C:11]([F:21])[CH:10]=2)[CH2:4]1.[Cl:22][C:23]1[CH:32]=[C:31]2[C:26]([C:27]([NH:33][CH2:34][C:35](O)=[O:36])=[CH:28][CH:29]=[N:30]2)=[CH:25][CH:24]=1.C1CN([P+](ON2N=NC3C=CC=CC2=3)(N2CCCC2)N2CCCC2)CC1.F[P-](F)(F)(F)(F)F.CN1CCOCC1, predict the reaction product. (3) Given the reactants C(Cl)(=O)C(Cl)=O.CS(C)=O.[CH2:11]([O:18][C@H:19]1[C@H:24]([O:25][CH2:26][C:27]2[CH:32]=[CH:31][CH:30]=[CH:29][CH:28]=2)[C@@H:23]([O:33][CH2:34][C:35]2[CH:40]=[CH:39][CH:38]=[CH:37][CH:36]=2)[C:22]([C:43]2[CH:48]=[CH:47][C:46]([CH:49]3[CH2:51][CH2:50]3)=[C:45]([CH2:52][C:53]3[CH:62]=[CH:61][C:56]4[O:57][CH2:58][CH2:59][O:60][C:55]=4[CH:54]=3)[CH:44]=2)([O:41][CH3:42])[O:21][C@@H:20]1[CH2:63][OH:64])[C:12]1[CH:17]=[CH:16][CH:15]=[CH:14][CH:13]=1.C(N(CC)CC)C.Cl, predict the reaction product. The product is: [CH2:11]([O:18][C@H:19]1[C@H:24]([O:25][CH2:26][C:27]2[CH:32]=[CH:31][CH:30]=[CH:29][CH:28]=2)[C@@H:23]([O:33][CH2:34][C:35]2[CH:36]=[CH:37][CH:38]=[CH:39][CH:40]=2)[C:22]([C:43]2[CH:48]=[CH:47][C:46]([CH:49]3[CH2:51][CH2:50]3)=[C:45]([CH2:52][C:53]3[CH:62]=[CH:61][C:56]4[O:57][CH2:58][CH2:59][O:60][C:55]=4[CH:54]=3)[CH:44]=2)([O:41][CH3:42])[O:21][C@@H:20]1[CH:63]=[O:64])[C:12]1[CH:13]=[CH:14][CH:15]=[CH:16][CH:17]=1. (4) Given the reactants [CH3:1][CH:2]([C:4](=[O:7])[CH2:5][CH3:6])[CH3:3].Cl.[N:9](OCCC(C)C)=[O:10], predict the reaction product. The product is: [CH3:1][CH:2]([CH3:3])[C:4](=[O:7])[C:5](=[N:9][OH:10])[CH3:6]. (5) Given the reactants Br[C:2]1[CH:3]=[C:4]2[C:8](=[N:9][CH:10]=1)[NH:7]N=[CH:5]2.[CH:11]([NH2:14])([CH3:13])[CH3:12].[Li+].[CH3:16][Si]([N-][Si](C)(C)C)(C)C.CC(C1C=C(C(C)C)C(C2C=CC=CC=2P(C2CCCCC2)C2CCCCC2)=C(C(C)C)C=1)C, predict the reaction product. The product is: [CH:11]([NH:14][C:2]1[CH:3]=[C:4]2[CH:5]=[CH:16][NH:7][C:8]2=[N:9][CH:10]=1)([CH3:13])[CH3:12]. (6) Given the reactants [OH:1][CH2:2][CH2:3][CH2:4][CH2:5][CH2:6][CH2:7][CH2:8][CH2:9][CH2:10][CH2:11][CH2:12][CH2:13][CH2:14][CH2:15][CH2:16][C:17]([O:19][CH2:20][C:21]1[CH:26]=[CH:25][CH:24]=[CH:23][CH:22]=1)=[O:18].[C:27]([NH:37][CH2:38][C:39](=[O:45])[CH2:40][CH2:41][C:42](O)=[O:43])([O:29][CH2:30][C:31]1[CH:36]=[CH:35][CH:34]=[CH:33][CH:32]=1)=[O:28].N1(C2C=CN=CC=2)CCCC1.C(N=C=NC(C)C)(C)C, predict the reaction product. The product is: [C:27]([NH:37][CH2:38][C:39](=[O:45])[CH2:40][CH2:41][C:42]([O:1][CH2:2][CH2:3][CH2:4][CH2:5][CH2:6][CH2:7][CH2:8][CH2:9][CH2:10][CH2:11][CH2:12][CH2:13][CH2:14][CH2:15][CH2:16][C:17]([O:19][CH2:20][C:21]1[CH:22]=[CH:23][CH:24]=[CH:25][CH:26]=1)=[O:18])=[O:43])([O:29][CH2:30][C:31]1[CH:36]=[CH:35][CH:34]=[CH:33][CH:32]=1)=[O:28]. (7) The product is: [F:1][C:2]([F:22])([F:21])[C:3]1[CH:4]=[C:5]([CH:9]([C:11]2[CH:16]=[CH:15][CH:14]=[C:13]([C:17]([F:20])([F:19])[F:18])[CH:12]=2)[NH:26][CH:23]([CH3:25])[CH3:24])[CH:6]=[CH:7][CH:8]=1. Given the reactants [F:1][C:2]([F:22])([F:21])[C:3]1[CH:4]=[C:5]([C:9]([C:11]2[CH:16]=[CH:15][CH:14]=[C:13]([C:17]([F:20])([F:19])[F:18])[CH:12]=2)=O)[CH:6]=[CH:7][CH:8]=1.[CH:23]([NH2:26])([CH3:25])[CH3:24].CO.[OH-].[Na+], predict the reaction product.